From a dataset of Forward reaction prediction with 1.9M reactions from USPTO patents (1976-2016). Predict the product of the given reaction. (1) The product is: [F:17][C:18]1[CH:23]=[C:22]([S:24]([CH3:27])(=[O:26])=[O:25])[CH:21]=[CH:20][C:19]=1[O:5][CH2:6][CH:7]1[CH2:8][CH2:9][C:10]2([O:11][CH2:12][CH2:13][O:14]2)[CH2:15][CH2:16]1. Given the reactants CS([O:5][CH2:6][CH:7]1[CH2:16][CH2:15][C:10]2([O:14][CH2:13][CH2:12][O:11]2)[CH2:9][CH2:8]1)(=O)=O.[F:17][C:18]1[CH:23]=[C:22]([S:24]([CH3:27])(=[O:26])=[O:25])[CH:21]=[CH:20][C:19]=1O.C(=O)([O-])[O-].[Cs+].[Cs+], predict the reaction product. (2) Given the reactants [O:1]=[C:2]1[O:6][C@H:5]([C:7]([NH:9][CH2:10][C:11]([OH:13])=O)=[O:8])[CH2:4][CH2:3]1.[NH2:14][C:15]1[CH:45]=[CH:44][C:18]2[NH:19][C:20]([C:22]3[C:26]([C:27]([NH:29][CH:30]4[CH2:35][CH2:34][N:33](C(OC(C)(C)C)=O)[CH2:32][CH2:31]4)=[O:28])=[C:25]([CH3:43])[NH:24][N:23]=3)=[N:21][C:17]=2[CH:16]=1.CCN=C=NCCCN(C)C.Cl.C1C=CC2N(O)N=NC=2C=1.CCN(C(C)C)C(C)C, predict the reaction product. The product is: [CH3:43][C:25]1[NH:24][N:23]=[C:22]([C:20]2[NH:19][C:18]3[CH:44]=[CH:45][C:15]([NH:14][C:11](=[O:13])[CH2:10][NH:9][C:7]([C@@H:5]4[CH2:4][CH2:3][C:2](=[O:1])[O:6]4)=[O:8])=[CH:16][C:17]=3[N:21]=2)[C:26]=1[C:27]([NH:29][CH:30]1[CH2:35][CH2:34][NH:33][CH2:32][CH2:31]1)=[O:28]. (3) The product is: [O:27]=[C:8]1[NH:7][C:30](=[O:32])[CH2:31][N:9]1[C:10]1[CH:11]=[C:12]2[C:16](=[CH:17][CH:18]=1)[NH:15][C:14](=[O:19])[C:13]2=[C:20]([C:22]1[NH:23][CH:24]=[CH:25][CH:26]=1)[CH3:21]. Given the reactants C(OC(C[NH:7][C:8](=[O:27])[NH:9][C:10]1[CH:11]=[C:12]2[C:16](=[CH:17][CH:18]=1)[NH:15][C:14](=[O:19])[C:13]2=[C:20]([C:22]1[NH:23][CH:24]=[CH:25][CH:26]=1)[CH3:21])=O)C.[H-].[Na+].[C:30](OCC)(=[O:32])[CH3:31].Cl, predict the reaction product. (4) Given the reactants Br[C:2]1[CH:3]=[CH:4][C:5]2[O:11][CH2:10][CH2:9][N:8]([C:12]([O:14][C:15]([CH3:18])([CH3:17])[CH3:16])=[O:13])[CH2:7][C:6]=2[CH:19]=1.[NH:20]1[CH2:25][CH2:24][O:23][CH2:22][CH2:21]1.CC(C)([O-])C.[Na+].O1CCOCC1, predict the reaction product. The product is: [N:20]1([C:2]2[CH:3]=[CH:4][C:5]3[O:11][CH2:10][CH2:9][N:8]([C:12]([O:14][C:15]([CH3:18])([CH3:17])[CH3:16])=[O:13])[CH2:7][C:6]=3[CH:19]=2)[CH2:25][CH2:24][O:23][CH2:22][CH2:21]1. (5) Given the reactants [Na].Cl.[Cl:3][C:4]1[CH:5]=[C:6]([NH:11][NH2:12])[CH:7]=[CH:8][C:9]=1[Cl:10].[CH2:13]([O:15][C:16](=[CH2:19])[C:17]#[N:18])[CH3:14].Cl.[OH-].[Na+:22], predict the reaction product. The product is: [O-:15][CH2:13][CH3:14].[Na+:22].[Cl:3][C:4]1[CH:5]=[C:6]([N:11]2[CH:19]=[CH:16][C:17]([NH2:18])=[N:12]2)[CH:7]=[CH:8][C:9]=1[Cl:10]. (6) Given the reactants C([O:8][C:9]1[CH:10]=[C:11]2[C:16](=[CH:17][CH:18]=1)[N:15]=[C:14]([C:19]1[CH:20]=[N:21][CH:22]=[CH:23][CH:24]=1)[N:13]=[C:12]2[NH:25][C:26]1[S:27][CH:28]=[C:29]([C:31]2[CH:36]=[CH:35][C:34]([Cl:37])=[CH:33][CH:32]=2)[N:30]=1)C1C=CC=CC=1.C1(C(=CC=CC=1)O)O.COC.CS(O)(=O)=O.C([O-])(O)=O.[Na+], predict the reaction product. The product is: [Cl:37][C:34]1[CH:35]=[CH:36][C:31]([C:29]2[N:30]=[C:26]([NH:25][C:12]3[C:11]4[C:16](=[CH:17][CH:18]=[C:9]([OH:8])[CH:10]=4)[N:15]=[C:14]([C:19]4[CH:20]=[N:21][CH:22]=[CH:23][CH:24]=4)[N:13]=3)[S:27][CH:28]=2)=[CH:32][CH:33]=1. (7) Given the reactants Cl[CH2:2][CH2:3][CH2:4][O:5][C:6]1[CH:15]=[C:14]2[C:9]([C:10]([NH:16][CH2:17][CH2:18][C:19]3[CH:24]=[CH:23][C:22]([NH:25][C:26]([NH:28][C:29]4[CH:34]=[CH:33][CH:32]=[CH:31][CH:30]=4)=[O:27])=[CH:21][CH:20]=3)=[N:11][CH:12]=[N:13]2)=[CH:8][CH:7]=1.[CH3:35][NH:36][CH3:37], predict the reaction product. The product is: [CH3:35][N:36]([CH3:37])[CH2:2][CH2:3][CH2:4][O:5][C:6]1[CH:15]=[C:14]2[C:9]([C:10]([NH:16][CH2:17][CH2:18][C:19]3[CH:24]=[CH:23][C:22]([NH:25][C:26]([NH:28][C:29]4[CH:34]=[CH:33][CH:32]=[CH:31][CH:30]=4)=[O:27])=[CH:21][CH:20]=3)=[N:11][CH:12]=[N:13]2)=[CH:8][CH:7]=1. (8) The product is: [OH:4][CH2:3][C:2]([NH:1][C:22](=[O:23])[O:21][CH2:14][C:15]1[CH:20]=[CH:19][CH:18]=[CH:17][CH:16]=1)([CH3:6])[CH3:5]. Given the reactants [NH2:1][C:2]([CH3:6])([CH3:5])[CH2:3][OH:4].C(N(CC)CC)C.[CH2:14]([O:21][C:22](ON1C(=O)CCC1=O)=[O:23])[C:15]1[CH:20]=[CH:19][CH:18]=[CH:17][CH:16]=1, predict the reaction product. (9) Given the reactants Cl[C:2]([O:5]C(=O)OC(Cl)(Cl)Cl)(Cl)Cl.[Cl:13][C:14]1[CH:15]=[C:16]([S:21]([N:24]([CH2:39][C:40]([O:42][C:43]([CH3:46])([CH3:45])[CH3:44])=[O:41])[C:25]2[CH:34]=[CH:33][C:32]3[C:27](=[CH:28][CH:29]=[C:30]([C:35](=[NH:38])[NH:36][OH:37])[CH:31]=3)[CH:26]=2)(=[O:23])=[O:22])[CH:17]=[C:18]([Cl:20])[CH:19]=1.C(N(CC)CC)C, predict the reaction product. The product is: [Cl:13][C:14]1[CH:15]=[C:16]([S:21]([N:24]([CH2:39][C:40]([O:42][C:43]([CH3:46])([CH3:45])[CH3:44])=[O:41])[C:25]2[CH:34]=[CH:33][C:32]3[C:27](=[CH:28][CH:29]=[C:30]([C:35]4[NH:38][C:2](=[O:5])[O:37][N:36]=4)[CH:31]=3)[CH:26]=2)(=[O:22])=[O:23])[CH:17]=[C:18]([Cl:20])[CH:19]=1.